This data is from Full USPTO retrosynthesis dataset with 1.9M reactions from patents (1976-2016). The task is: Predict the reactants needed to synthesize the given product. (1) Given the product [CH:1]1([CH2:10][OH:11])[NH:6][CH2:5][CH2:4][N:3]2[CH:7]=[CH:8][CH:9]=[C:2]12, predict the reactants needed to synthesize it. The reactants are: [C:1]1([C:10](OCC)=[O:11])[C:2]2[N:3]([CH:7]=[CH:8][CH:9]=2)[CH2:4][CH2:5][N:6]=1.[H-].[H-].[H-].[H-].[Li+].[Al+3]. (2) Given the product [Br:12][C:13]1[CH:18]=[CH:17][C:16]([C:19]2[O:23][N:22]=[C:21]([CH3:24])[C:20]=2[CH:25]([NH:26][S:27]([CH3:30])(=[O:29])=[O:28])[C:6]#[C:5][Si:2]([CH3:4])([CH3:3])[CH3:1])=[CH:15][CH:14]=1, predict the reactants needed to synthesize it. The reactants are: [CH3:1][Si:2]([C:5]#[CH:6])([CH3:4])[CH3:3].C([Zn]CC)C.[Br:12][C:13]1[CH:18]=[CH:17][C:16]([C:19]2[O:23][N:22]=[C:21]([CH3:24])[C:20]=2/[CH:25]=[N:26]/[S:27]([CH3:30])(=[O:29])=[O:28])=[CH:15][CH:14]=1. (3) Given the product [CH3:20][C:21]([CH3:25])([CH3:24])[C:22]#[C:23][C:2]1[CH:7]=[C:6]([N+:8]([O-:10])=[O:9])[CH:5]=[CH:4][C:3]=1[CH2:14][NH2:15], predict the reactants needed to synthesize it. The reactants are: Br[C:2]1[CH:7]=[C:6]([N+:8]([O-:10])=[O:9])[CH:5]=[CH:4][C:3]=1NC.C[CH2:14][N:15](CC)CC.[CH3:20][C:21]([CH3:25])([CH3:24])[C:22]#[CH:23].N#N. (4) Given the product [CH2:1]([S:8]([NH:11][C:12]([CH:14]1[CH2:15][NH:16][CH2:17]1)=[O:13])(=[O:9])=[O:10])[C:2]1[CH:3]=[CH:4][CH:5]=[CH:6][CH:7]=1, predict the reactants needed to synthesize it. The reactants are: [CH2:1]([S:8]([NH:11][C:12]([CH:14]1[CH2:17][N:16](C(OC(C)(C)C)=O)[CH2:15]1)=[O:13])(=[O:10])=[O:9])[C:2]1[CH:7]=[CH:6][CH:5]=[CH:4][CH:3]=1.C(O)(C(F)(F)F)=O. (5) Given the product [C:1]([O:5][C:6](=[O:7])[NH:8][CH2:9][C:10]1[CH:18]=[CH:17][C:13]([C:14]([N:26]2[CH2:25][C:24]3[CH:23]=[N:22][N:21]([CH3:20])[C:30]=3[NH:29][C:28]3[CH:31]=[CH:32][CH:33]=[CH:34][C:27]2=3)=[O:16])=[C:12]([F:19])[CH:11]=1)([CH3:2])([CH3:3])[CH3:4], predict the reactants needed to synthesize it. The reactants are: [C:1]([O:5][C:6]([NH:8][CH2:9][C:10]1[CH:18]=[CH:17][C:13]([C:14]([OH:16])=O)=[C:12]([F:19])[CH:11]=1)=[O:7])([CH3:4])([CH3:3])[CH3:2].[CH3:20][N:21]1[C:30]2[NH:29][C:28]3[CH:31]=[CH:32][CH:33]=[CH:34][C:27]=3[NH:26][CH2:25][C:24]=2[CH:23]=[N:22]1.C1CN([P+](Br)(N2CCCC2)N2CCCC2)CC1.F[P-](F)(F)(F)(F)F.CCN(C(C)C)C(C)C. (6) Given the product [N:5]1[C:14]2[C:9](=[CH:10][C:11]([C:15]3([NH2:16])[CH2:2][CH2:1]3)=[CH:12][CH:13]=2)[CH:8]=[CH:7][CH:6]=1, predict the reactants needed to synthesize it. The reactants are: [CH2:1]([Mg]Br)[CH3:2].[N:5]1[C:14]2[C:9](=[CH:10][C:11]([C:15]#[N:16])=[CH:12][CH:13]=2)[CH:8]=[CH:7][CH:6]=1.B(F)(F)F.CCOCC.Cl.[OH-].[Na+]. (7) Given the product [F:53][C:51]([F:52])([F:54])[C:46]1[CH:47]=[CH:48][CH:49]=[CH:50][C:45]=1[CH2:44][NH:43][C:41]([N:38]1[CH2:39][CH2:40][CH:35]([NH:34][C:33]2[CH:32]=[CH:31][C:30]([CH2:29][CH2:28][NH:27][CH2:26][C@H:25]([OH:57])[CH2:24][O:23][C:22]3[CH:21]=[CH:20][C:19]([OH:18])=[CH:59][CH:58]=3)=[CH:56][CH:55]=2)[CH2:36][CH2:37]1)=[O:42], predict the reactants needed to synthesize it. The reactants are: [Si]([O:18][C:19]1[CH:59]=[CH:58][C:22]([O:23][CH2:24][C@@H:25]([OH:57])[CH2:26][NH:27][CH2:28][CH2:29][C:30]2[CH:56]=[CH:55][C:33]([NH:34][CH:35]3[CH2:40][CH2:39][N:38]([C:41]([NH:43][CH2:44][C:45]4[CH:50]=[CH:49][CH:48]=[CH:47][C:46]=4[C:51]([F:54])([F:53])[F:52])=[O:42])[CH2:37][CH2:36]3)=[CH:32][CH:31]=2)=[CH:21][CH:20]=1)(C(C)(C)C)(C1C=CC=CC=1)C1C=CC=CC=1. (8) Given the product [CH2:28]([NH:35][C:21](=[O:22])[C@H:19]([NH:14][C:15]([O:5][C:1]([CH3:2])([CH3:3])[CH3:4])=[O:38])[CH2:18][OH:17])[C:29]1[CH:34]=[CH:33][CH:32]=[CH:31][CH:30]=1, predict the reactants needed to synthesize it. The reactants are: [C:1]([O:5]N[C@H](CO)C(O)=O)([CH3:4])([CH3:3])[CH3:2].C[N:14]1[CH2:19][CH2:18][O:17]C[CH2:15]1.Cl[C:21](OCC(C)C)=[O:22].[CH2:28]([NH2:35])[C:29]1[CH:34]=[CH:33][CH:32]=[CH:31][CH:30]=1.C(OCC)(=[O:38])C. (9) Given the product [CH3:7][N:6]1[C:10](=[O:18])[CH2:11][CH2:12][C:25]2[C:19]3[CH:24]=[CH:23][CH:22]=[CH:21][C:20]=3[CH2:4][C:5]1=2, predict the reactants needed to synthesize it. The reactants are: COC(=O)[CH2:4][CH2:5][NH:6][CH3:7].C1C2[C:12](=CC=CC=2)[CH2:11][C:10]1=[O:18].[C:19]1([CH3:25])[CH:24]=[CH:23][CH:22]=[CH:21][CH:20]=1.